Task: Predict the product of the given reaction.. Dataset: Forward reaction prediction with 1.9M reactions from USPTO patents (1976-2016) Given the reactants CN(C)S([N:6]1[CH:10]=[CH:9][N:8]=[C:7]1[C:11]1[CH:16]=[CH:15][N:14]=[C:13]([C:17]2[CH:22]=[CH:21][N:20]3[C:23]([C:26]4[CH:31]=[CH:30][CH:29]=[C:28]([NH:32][C:33]([NH:35][CH2:36][C:37]([F:40])([F:39])[F:38])=[O:34])[CH:27]=4)=[CH:24][N:25]=[C:19]3[CH:18]=2)[N:12]=1)(=O)=O.CO.Cl, predict the reaction product. The product is: [NH:6]1[CH:10]=[CH:9][N:8]=[C:7]1[C:11]1[CH:16]=[CH:15][N:14]=[C:13]([C:17]2[CH:22]=[CH:21][N:20]3[C:23]([C:26]4[CH:27]=[C:28]([NH:32][C:33]([NH:35][CH2:36][C:37]([F:38])([F:40])[F:39])=[O:34])[CH:29]=[CH:30][CH:31]=4)=[CH:24][N:25]=[C:19]3[CH:18]=2)[N:12]=1.